From a dataset of Forward reaction prediction with 1.9M reactions from USPTO patents (1976-2016). Predict the product of the given reaction. (1) Given the reactants [Cl:1][C:2]1[CH:36]=[CH:35][C:5]([CH2:6][N:7]2[C:12](=[N:13][C:14]3[CH:19]=[CH:18][C:17]([O:20][CH:21]([CH3:23])[CH3:22])=[C:16]([Cl:24])[CH:15]=3)[NH:11][C:10](=[O:25])[N:9]([CH2:26][C@@H:27]3[CH2:31][O:30]C(C)(C)[O:28]3)[C:8]2=[O:34])=[CH:4][CH:3]=1.O.C1(C)C=CC(S(O)(=O)=O)=CC=1, predict the reaction product. The product is: [Cl:1][C:2]1[CH:3]=[CH:4][C:5]([CH2:6][N:7]2[C:12](=[N:13][C:14]3[CH:19]=[CH:18][C:17]([O:20][CH:21]([CH3:23])[CH3:22])=[C:16]([Cl:24])[CH:15]=3)[NH:11][C:10](=[O:25])[N:9]([CH2:26][C@@H:27]([OH:28])[CH2:31][OH:30])[C:8]2=[O:34])=[CH:35][CH:36]=1. (2) Given the reactants [I:1][C:2]1[CH:3]=[C:4]([CH:8]=[CH:9][CH:10]=1)[C:5](Cl)=[O:6].[CH3:11][NH2:12].C1COCC1, predict the reaction product. The product is: [I:1][C:2]1[CH:3]=[C:4]([CH:8]=[CH:9][CH:10]=1)[C:5]([NH:12][CH3:11])=[O:6]. (3) Given the reactants [CH2:1]([O:3][C:4](=[O:35])[CH:5]=[CH:6][C:7]1[CH:12]=[CH:11][C:10]([CH2:13][O:14][C:15]2[CH:20]=[CH:19][CH:18]=[CH:17][CH:16]=2)=[CH:9][C:8]=1[N:21]([CH2:23][CH2:24][C:25]1[CH:34]=[CH:33][C:32]2[C:27](=[CH:28][CH:29]=[CH:30][CH:31]=2)[CH:26]=1)[CH3:22])[CH3:2].C(O)C.[BH4-].[Na+], predict the reaction product. The product is: [CH2:1]([O:3][C:4](=[O:35])[CH2:5][CH2:6][C:7]1[CH:12]=[CH:11][C:10]([CH2:13][O:14][C:15]2[CH:16]=[CH:17][CH:18]=[CH:19][CH:20]=2)=[CH:9][C:8]=1[N:21]([CH2:23][CH2:24][C:25]1[CH:34]=[CH:33][C:32]2[C:27](=[CH:28][CH:29]=[CH:30][CH:31]=2)[CH:26]=1)[CH3:22])[CH3:2]. (4) Given the reactants [F:1][C:2]([F:21])([F:20])[C:3]1[CH:8]=[CH:7][CH:6]=[CH:5][C:4]=1[C:9]1[CH:18]=[C:17]2[C:12]([C:13](=O)[NH:14][CH:15]=[N:16]2)=[CH:11][CH:10]=1.O=P(Cl)(Cl)[Cl:24], predict the reaction product. The product is: [Cl:24][C:13]1[C:12]2[C:17](=[CH:18][C:9]([C:4]3[CH:5]=[CH:6][CH:7]=[CH:8][C:3]=3[C:2]([F:21])([F:20])[F:1])=[CH:10][CH:11]=2)[N:16]=[CH:15][N:14]=1. (5) Given the reactants CC(C)[C@@H](N1CC2C(=CC=C(C3C=CC(NC(NC4C=CC=C(C(F)(F)F)C=4)=O)=CC=3)C=2)C1=O)C(O)=O.[O:38]=[C:39]1[C:47]2[C:42](=[CH:43][C:44]([C:48]3[CH:53]=[CH:52][C:51]([NH:54][C:55]([NH:57][C:58]4[CH:63]=[CH:62][CH:61]=[C:60]([C:64]([F:67])([F:66])[F:65])[CH:59]=4)=[O:56])=[CH:50][CH:49]=3)=[CH:45][CH:46]=2)[CH2:41][N:40]1[CH2:68][CH2:69][CH2:70][C:71]([O:73]C)=[O:72], predict the reaction product. The product is: [O:38]=[C:39]1[C:47]2[C:42](=[CH:43][C:44]([C:48]3[CH:49]=[CH:50][C:51]([NH:54][C:55]([NH:57][C:58]4[CH:63]=[CH:62][CH:61]=[C:60]([C:64]([F:66])([F:65])[F:67])[CH:59]=4)=[O:56])=[CH:52][CH:53]=3)=[CH:45][CH:46]=2)[CH2:41][N:40]1[CH2:68][CH2:69][CH2:70][C:71]([OH:73])=[O:72]. (6) Given the reactants Br[C:2]1[C:7]([C:8]([F:11])([F:10])[F:9])=[CH:6][CH:5]=[CH:4][C:3]=1[CH2:12][OH:13].C(N(CC)CC)C.Cl.[C:22](OCC)(=[O:24])C, predict the reaction product. The product is: [F:9][C:8]([F:11])([F:10])[C:7]1[CH:2]=[C:3]2[C:4]([CH2:22][O:24][C:12]2=[O:13])=[CH:5][CH:6]=1.